Dataset: Peptide-MHC class II binding affinity with 134,281 pairs from IEDB. Task: Regression. Given a peptide amino acid sequence and an MHC pseudo amino acid sequence, predict their binding affinity value. This is MHC class II binding data. (1) The peptide sequence is RTEQKDFDGRSEFAY. The MHC is DRB3_0101 with pseudo-sequence DRB3_0101. The binding affinity (normalized) is 0.0413. (2) The peptide sequence is HLKRYYGRILHYLKA. The MHC is DRB1_0401 with pseudo-sequence DRB1_0401. The binding affinity (normalized) is 0.547. (3) The peptide sequence is WEFVNTPPLVKLWYQ. The MHC is DRB5_0101 with pseudo-sequence DRB5_0101. The binding affinity (normalized) is 0.931. (4) The MHC is HLA-DPA10103-DPB10301 with pseudo-sequence HLA-DPA10103-DPB10301. The peptide sequence is QFKPEEITGIMKDLD. The binding affinity (normalized) is 0. (5) The peptide sequence is EKKPFAATQFEPLAA. The MHC is HLA-DPA10201-DPB11401 with pseudo-sequence HLA-DPA10201-DPB11401. The binding affinity (normalized) is 0.729.